Dataset: Forward reaction prediction with 1.9M reactions from USPTO patents (1976-2016). Task: Predict the product of the given reaction. (1) Given the reactants [Br:1][C:2]1[CH:10]=[CH:9][C:8]([F:11])=[C:7]2[C:3]=1[C:4]([NH2:12])=[N:5][NH:6]2.CC1(C)OC(=O)[CH:17]([C:21]([CH:23]2[CH2:28][CH2:27][N:26]([C:29]([O:31][C:32]([CH3:35])([CH3:34])[CH3:33])=[O:30])[CH2:25][CH2:24]2)=O)[C:16](=O)[O:15]1.P([O-])([O-])([O-])=O.[K+].[K+].[K+], predict the reaction product. The product is: [Br:1][C:2]1[C:3]2[C:7]([C:8]([F:11])=[CH:9][CH:10]=1)=[N:6][N:5]1[C:21]([CH:23]3[CH2:28][CH2:27][N:26]([C:29]([O:31][C:32]([CH3:35])([CH3:34])[CH3:33])=[O:30])[CH2:25][CH2:24]3)=[CH:17][C:16](=[O:15])[NH:12][C:4]=21. (2) Given the reactants [CH2:1]([N:5]1[C:13](=[O:14])[C:12]2[C:7](=[CH:8][CH:9]=[CH:10][CH:11]=2)[C:6]1=[O:15])[CH2:2][CH:3]=[CH2:4].C[N+]1([O-])CC[O:20]CC1.[OH2:24], predict the reaction product. The product is: [OH:24][CH:3]([CH2:4][OH:20])[CH2:2][CH2:1][N:5]1[C:13](=[O:14])[C:12]2[C:7](=[CH:8][CH:9]=[CH:10][CH:11]=2)[C:6]1=[O:15].